From a dataset of Full USPTO retrosynthesis dataset with 1.9M reactions from patents (1976-2016). Predict the reactants needed to synthesize the given product. (1) The reactants are: [CH2:1]([O:8][C:9]([N:11]1[CH2:16][CH2:15][CH:14]([C:17](=O)[NH2:18])[CH2:13][CH2:12]1)=[O:10])[C:2]1[CH:7]=[CH:6][CH:5]=[CH:4][CH:3]=1.COC1C=CC(P2(SP(C3C=CC(OC)=CC=3)(=S)S2)=[S:29])=CC=1. Given the product [CH2:1]([O:8][C:9]([N:11]1[CH2:16][CH2:15][CH:14]([C:17](=[S:29])[NH2:18])[CH2:13][CH2:12]1)=[O:10])[C:2]1[CH:7]=[CH:6][CH:5]=[CH:4][CH:3]=1, predict the reactants needed to synthesize it. (2) Given the product [CH3:1][N:2]([CH3:21])[C:3]([N:5]1[CH2:9][CH:8]2[CH2:10][C:11]([NH2:13])([CH:16]3[CH2:17][CH2:18][CH2:19][CH2:20]3)[CH2:12][CH:7]2[CH2:6]1)=[O:4], predict the reactants needed to synthesize it. The reactants are: [CH3:1][N:2]([CH3:21])[C:3]([N:5]1[CH2:9][CH:8]2[CH2:10][C:11]([CH:16]3[CH2:20][CH2:19][CH2:18][CH2:17]3)([N:13]=C=O)[CH2:12][CH:7]2[CH2:6]1)=[O:4].N. (3) The reactants are: [CH3:1][C:2]1([CH3:13])[C:10]2[C:5](=[C:6]([NH2:11])[CH:7]=[CH:8][CH:9]=2)[C@H:4]([CH3:12])[CH2:3]1.C(N(CC)CC)C.[CH3:21][N:22]1[C:26]([CH3:27])=[C:25]([C:28](Cl)=[O:29])[C:24]([CH3:31])=[N:23]1. Given the product [CH3:1][C:2]1([CH3:13])[C:10]2[C:5](=[C:6]([NH:11][C:28]([C:25]3[C:24]([CH3:31])=[N:23][N:22]([CH3:21])[C:26]=3[CH3:27])=[O:29])[CH:7]=[CH:8][CH:9]=2)[C@H:4]([CH3:12])[CH2:3]1, predict the reactants needed to synthesize it. (4) Given the product [CH:32]([N:31]1[C:25]2[CH:24]=[C:23]([N:22]([C:36]3[CH:41]=[CH:40][N:39]=[C:38]([C:42]4[CH:43]=[N:44][N:45]([S:5]([CH:3]5[CH2:4][O:1][CH2:2]5)(=[O:7])=[O:6])[CH:46]=4)[N:37]=3)[C:21](=[O:47])[O:20][C:16]([CH3:18])([CH3:19])[CH3:17])[N:28]=[CH:27][C:26]=2[N:29]=[C:30]1[CH3:35])([CH3:34])[CH3:33], predict the reactants needed to synthesize it. The reactants are: [O:1]1[CH2:4][CH:3]([S:5](Cl)(=[O:7])=[O:6])[CH2:2]1.C(N(CC)CC)C.[C:16]([O:20][C:21](=[O:47])[N:22]([C:36]1[CH:41]=[CH:40][N:39]=[C:38]([C:42]2[CH:43]=[N:44][NH:45][CH:46]=2)[N:37]=1)[C:23]1[N:28]=[CH:27][C:26]2[N:29]=[C:30]([CH3:35])[N:31]([CH:32]([CH3:34])[CH3:33])[C:25]=2[CH:24]=1)([CH3:19])([CH3:18])[CH3:17]. (5) Given the product [C:25]([O:24][C:22]([N:17]([CH2:18][CH:19]1[CH2:20][CH2:21]1)[CH2:16][CH2:15][CH2:14][NH:13][C:8]1[C:7](=[O:29])[N:6]([CH2:5][C:4]([OH:30])=[O:3])[C:11]([Cl:12])=[CH:10][N:9]=1)=[O:23])([CH3:28])([CH3:26])[CH3:27], predict the reactants needed to synthesize it. The reactants are: C([O:3][C:4](=[O:30])[CH2:5][N:6]1[C:11]([Cl:12])=[CH:10][N:9]=[C:8]([NH:13][CH2:14][CH2:15][CH2:16][N:17]([C:22]([O:24][C:25]([CH3:28])([CH3:27])[CH3:26])=[O:23])[CH2:18][CH:19]2[CH2:21][CH2:20]2)[C:7]1=[O:29])C.O.[OH-].[Li+].Cl. (6) Given the product [CH:10]([C:7]1[S:8][CH:9]=[C:5]([C:3]([NH2:13])=[O:2])[N:6]=1)([CH3:12])[CH3:11], predict the reactants needed to synthesize it. The reactants are: C[O:2][C:3]([C:5]1[N:6]=[C:7]([CH:10]([CH3:12])[CH3:11])[S:8][CH:9]=1)=O.[NH3:13]. (7) Given the product [F:15][CH:2]1[CH2:3][CH2:4][CH2:5][CH2:6][CH2:7][CH2:8][C:1]1=[O:9], predict the reactants needed to synthesize it. The reactants are: [C:1]1([O:9][Si](C)(C)C)[CH2:8][CH2:7][CH2:6][CH2:5][CH2:4][CH2:3][CH:2]=1.[B-](F)(F)(F)[F:15].[B-](F)(F)(F)F.C1[N+]2(CCl)CC[N+](F)(CC2)C1.FF.